Dataset: Forward reaction prediction with 1.9M reactions from USPTO patents (1976-2016). Task: Predict the product of the given reaction. (1) The product is: [Cl:23][C:24]1[N:25]=[CH:26][NH:27][C:28]=1[C:29]([NH:1][CH2:2][C:3]1[CH:8]=[CH:7][C:6]([Cl:9])=[C:5]([O:10][C:11]2[CH:18]=[C:17]([C:19]([CH3:21])=[CH2:20])[CH:16]=[C:13]([C:14]#[N:15])[CH:12]=2)[C:4]=1[F:22])=[O:30]. Given the reactants [NH2:1][CH2:2][C:3]1[C:4]([F:22])=[C:5]([O:10][C:11]2[CH:12]=[C:13]([CH:16]=[C:17]([C:19]([CH3:21])=[CH2:20])[CH:18]=2)[C:14]#[N:15])[C:6]([Cl:9])=[CH:7][CH:8]=1.[Cl:23][C:24]1[N:25]=[CH:26][NH:27][C:28]=1[C:29](O)=[O:30].CCN(C(C)C)C(C)C.C(Cl)CCl, predict the reaction product. (2) Given the reactants [C:1]([C:3]1[CH:4]=[C:5]([C:8]([OH:10])=O)[NH:6][CH:7]=1)#[N:2].[C:11]([O:15][C:16]([N:18]1[CH2:23][CH2:22][N:21]([C:24]2[CH:29]=[CH:28][C:27]([NH2:30])=[C:26]([N:31]3[CH2:36][CH2:35][CH:34]([CH3:37])[CH2:33][CH2:32]3)[CH:25]=2)[CH2:20][CH2:19]1)=[O:17])([CH3:14])([CH3:13])[CH3:12], predict the reaction product. The product is: [C:11]([O:15][C:16]([N:18]1[CH2:23][CH2:22][N:21]([C:24]2[CH:29]=[CH:28][C:27]([NH:30][C:8]([C:5]3[NH:6][CH:7]=[C:3]([C:1]#[N:2])[CH:4]=3)=[O:10])=[C:26]([N:31]3[CH2:36][CH2:35][CH:34]([CH3:37])[CH2:33][CH2:32]3)[CH:25]=2)[CH2:20][CH2:19]1)=[O:17])([CH3:14])([CH3:12])[CH3:13].